This data is from Reaction yield outcomes from USPTO patents with 853,638 reactions. The task is: Predict the reaction yield, written as a fraction of the theoretical maximum amount of product (1.0 means a 100% yield; for example, 0.34 means a 34% yield). The reactants are [F:1][C:2]1[CH:17]=[CH:16][C:5]([O:6][C:7]2[CH:8]=[C:9]([N+:13]([O-])=O)[CH:10]=[CH:11][CH:12]=2)=[CH:4][CH:3]=1. The catalyst is C(O)C.[Pd]. The product is [F:1][C:2]1[CH:17]=[CH:16][C:5]([O:6][C:7]2[CH:8]=[C:9]([CH:10]=[CH:11][CH:12]=2)[NH2:13])=[CH:4][CH:3]=1. The yield is 0.900.